Dataset: Reaction yield outcomes from USPTO patents with 853,638 reactions. Task: Predict the reaction yield, written as a fraction of the theoretical maximum amount of product (1.0 means a 100% yield; for example, 0.34 means a 34% yield). The catalyst is C(Cl)Cl. The yield is 0.670. The reactants are [F:1][C:2]1[CH:7]=[CH:6][C:5]([C:8]2[S:9][C:10]([CH:13]([C:15]3[CH:20]=[CH:19][N:18]=[CH:17][CH:16]=3)[OH:14])=[CH:11][N:12]=2)=[CH:4][CH:3]=1.CC(OI1(OC(C)=O)(OC(C)=O)OC(=O)C2C=CC=CC1=2)=O.C([O-])(O)=O.[Na+].C(OCC)(=O)C. The product is [F:1][C:2]1[CH:3]=[CH:4][C:5]([C:8]2[S:9][C:10]([C:13]([C:15]3[CH:16]=[CH:17][N:18]=[CH:19][CH:20]=3)=[O:14])=[CH:11][N:12]=2)=[CH:6][CH:7]=1.